From a dataset of Catalyst prediction with 721,799 reactions and 888 catalyst types from USPTO. Predict which catalyst facilitates the given reaction. (1) Reactant: [NH:1]1[CH2:4][CH:3]([CH2:5][N:6]2[C:10]3[N:11]=[C:12]([C:21]4[CH:26]=[CH:25][C:24]([NH:27][C:28]([NH:30][C:31]5[CH:36]=[CH:35][CH:34]=[CH:33][CH:32]=5)=[O:29])=[CH:23][CH:22]=4)[N:13]=[C:14]([N:15]4[CH2:20][CH2:19][O:18][CH2:17][CH2:16]4)[C:9]=3[N:8]=[N:7]2)[CH2:2]1.CCN(CC)CC.[C:44](Cl)(=[O:51])[C:45]1[CH:50]=[CH:49][CH:48]=[CH:47][CH:46]=1. Product: [C:44]([N:1]1[CH2:4][CH:3]([CH2:5][N:6]2[C:10]3[N:11]=[C:12]([C:21]4[CH:22]=[CH:23][C:24]([NH:27][C:28]([NH:30][C:31]5[CH:36]=[CH:35][CH:34]=[CH:33][CH:32]=5)=[O:29])=[CH:25][CH:26]=4)[N:13]=[C:14]([N:15]4[CH2:20][CH2:19][O:18][CH2:17][CH2:16]4)[C:9]=3[N:8]=[N:7]2)[CH2:2]1)(=[O:51])[C:45]1[CH:50]=[CH:49][CH:48]=[CH:47][CH:46]=1. The catalyst class is: 1. (2) The catalyst class is: 661. Reactant: [F:1][C:2]1[CH:7]=[CH:6][C:5]([C:8]2[C:13](/[CH:14]=[CH:15]/[CH2:16][OH:17])=[C:12]([CH:18]([CH3:20])[CH3:19])[N:11]=[C:10]([N:21]([CH3:26])[S:22]([CH3:25])(=[O:24])=[O:23])[N:9]=2)=[CH:4][CH:3]=1. Product: [F:1][C:2]1[CH:3]=[CH:4][C:5]([C:8]2[C:13](/[CH:14]=[CH:15]/[CH:16]=[O:17])=[C:12]([CH:18]([CH3:20])[CH3:19])[N:11]=[C:10]([N:21]([CH3:26])[S:22]([CH3:25])(=[O:24])=[O:23])[N:9]=2)=[CH:6][CH:7]=1.